From a dataset of Catalyst prediction with 721,799 reactions and 888 catalyst types from USPTO. Predict which catalyst facilitates the given reaction. (1) Reactant: [CH3:1][O:2][C:3]1[C:4]([CH3:12])=[C:5]([CH:9]=[CH:10][CH:11]=1)[C:6]([OH:8])=[O:7].C1C(=O)N([Br:20])C(=O)C1.CC(N=NC(C#N)(C)C)(C#N)C. Product: [Br:20][CH2:12][C:4]1[C:3]([O:2][CH3:1])=[CH:11][CH:10]=[CH:9][C:5]=1[C:6]([OH:8])=[O:7]. The catalyst class is: 159. (2) Reactant: [NH2:1][C:2]1[N:6]([C:7]2[C:12]([Cl:13])=[CH:11][C:10]([C:14]([F:17])([F:16])[F:15])=[CH:9][C:8]=2[Cl:18])[N:5]=[C:4]([C:19]#[N:20])[C:3]=1[S:21][C:22]([F:25])([F:24])[F:23].[OH:26]S(O)(=O)=O.OO.O. Product: [CH:11]1[C:10]([C:14]([F:15])([F:16])[F:17])=[CH:9][C:8]([Cl:18])=[C:7]([N:6]2[N:5]=[C:4]([C:19]#[N:20])[C:3]([S+:21]([O-:26])[C:22]([F:25])([F:24])[F:23])=[C:2]2[NH2:1])[C:12]=1[Cl:13]. The catalyst class is: 344. (3) Reactant: [S:1]1[C:5]2[CH:6]=[CH:7][CH:8]=[CH:9][C:4]=2[C:3](=[O:10])[NH:2]1.I[CH2:12][C:13]([N:15]1[CH2:20][CH2:19][N:18]([C:21](=[O:24])[CH2:22][I:23])[CH2:17][CH2:16]1)=[O:14].CCN(C(C)C)C(C)C.CCOC(C)=O.CCCCCC. Product: [I:23][CH2:22][C:21]([N:18]1[CH2:19][CH2:20][N:15]([C:13](=[O:14])[CH2:12][N:2]2[C:3](=[O:10])[C:4]3[CH:9]=[CH:8][CH:7]=[CH:6][C:5]=3[S:1]2)[CH2:16][CH2:17]1)=[O:24]. The catalyst class is: 2.